Dataset: Catalyst prediction with 721,799 reactions and 888 catalyst types from USPTO. Task: Predict which catalyst facilitates the given reaction. (1) Reactant: ClC(Cl)(Cl)C(=N)O[CH:5]([C:7]1[CH:8]=[C:9]([Cl:26])[CH:10]=[C:11]2[C:15]=1[N:14]([CH2:16][O:17][CH2:18][CH2:19][Si:20]([CH3:23])([CH3:22])[CH3:21])[CH:13]=[C:12]2[C:24]#[N:25])[CH3:6].[F:30][C:31]1[CH:36]=[CH:35][C:34]([C:37]2([CH2:50][OH:51])[CH2:42][CH2:41][N:40]([C:43]([O:45][C:46]([CH3:49])([CH3:48])[CH3:47])=[O:44])[CH2:39][CH2:38]2)=[CH:33][CH:32]=1. Product: [Cl:26][C:9]1[CH:10]=[C:11]2[C:15](=[C:7]([CH:5]([O:51][CH2:50][C:37]3([C:34]4[CH:33]=[CH:32][C:31]([F:30])=[CH:36][CH:35]=4)[CH2:38][CH2:39][N:40]([C:43]([O:45][C:46]([CH3:47])([CH3:48])[CH3:49])=[O:44])[CH2:41][CH2:42]3)[CH3:6])[CH:8]=1)[N:14]([CH2:16][O:17][CH2:18][CH2:19][Si:20]([CH3:23])([CH3:22])[CH3:21])[CH:13]=[C:12]2[C:24]#[N:25]. The catalyst class is: 4. (2) Reactant: [N+:1]([C:4]1[C:5]([CH:10]=[C:11]2[CH2:16][CH2:15][N:14]([C:17]([O:19][C:20]([CH3:23])([CH3:22])[CH3:21])=[O:18])[CH2:13][CH2:12]2)=[N:6][CH:7]=[CH:8][CH:9]=1)([O-])=O. Product: [NH2:1][C:4]1[C:5]([CH2:10][CH:11]2[CH2:12][CH2:13][N:14]([C:17]([O:19][C:20]([CH3:23])([CH3:22])[CH3:21])=[O:18])[CH2:15][CH2:16]2)=[N:6][CH:7]=[CH:8][CH:9]=1. The catalyst class is: 19. (3) Reactant: C[O:2][C:3](=[O:31])[CH2:4][CH:5]1[C:18]2[C:13](=[CH:14][CH:15]=[C:16]([F:19])[CH:17]=2)[C:12]2[CH:11]=[CH:10][CH:9]=[CH:8][C:7]=2[N:6]1[S:20]([C:23]1[CH:28]=[CH:27][C:26]([Cl:29])=[C:25]([Cl:30])[CH:24]=1)(=[O:22])=[O:21].O. Product: [Cl:30][C:25]1[CH:24]=[C:23]([S:20]([N:6]2[CH:5]([CH2:4][C:3]([OH:31])=[O:2])[C:18]3[C:13](=[CH:14][CH:15]=[C:16]([F:19])[CH:17]=3)[C:12]3[CH:11]=[CH:10][CH:9]=[CH:8][C:7]2=3)(=[O:21])=[O:22])[CH:28]=[CH:27][C:26]=1[Cl:29]. The catalyst class is: 7. (4) Reactant: ClC1C2N=NN([C@H](COC)CCOC)C=2C=C(C)N=1.[Br:20][C:21]1[CH:22]=[C:23]2[C:27](=[C:28]([Br:30])[CH:29]=1)[N:26]([C:31]1[C:36]3[N:37]=[N:38][N:39]([C@H:40]([CH2:45][O:46][CH3:47])[CH2:41][CH2:42][O:43][CH3:44])[C:35]=3[CH:34]=[C:33]([CH3:48])[N:32]=1)[CH2:25][CH2:24]2.BrC1C=C2C(=C(Br)C=1)NCC2.C[Si]([N-][Si](C)(C)C)(C)C.[Na+].O. The catalyst class is: 1. Product: [Br:20][C:21]1[CH:22]=[C:23]2[C:27](=[C:28]([Br:30])[CH:29]=1)[N:26]([C:31]1[C:36]3[N:37]=[N:38][N:39]([C@H:40]([CH2:45][O:46][CH3:47])[CH2:41][CH2:42][O:43][CH3:44])[C:35]=3[CH:34]=[C:33]([CH3:48])[N:32]=1)[CH2:25][CH2:24]2.